Dataset: Full USPTO retrosynthesis dataset with 1.9M reactions from patents (1976-2016). Task: Predict the reactants needed to synthesize the given product. Given the product [CH3:24][N:25]1[C:26](=[O:57])[C:27]([NH:40][C:41]2[CH:46]=[CH:45][C:44]([N:47]3[CH2:52][CH2:51][N:50]([CH:53]4[CH2:54][O:55][CH2:56]4)[CH2:49][CH2:48]3)=[CH:43][N:42]=2)=[CH:28][C:29]([C:2]2[CH:7]=[CH:6][N:5]=[C:4]([N:8]3[C:20](=[O:21])[C:19]4[S:18][C:17]5[CH2:16][CH2:15][CH2:14][CH2:13][C:12]=5[C:11]=4[CH:10]=[N:9]3)[C:3]=2[CH:22]=[O:23])=[CH:30]1, predict the reactants needed to synthesize it. The reactants are: Cl[C:2]1[CH:7]=[CH:6][N:5]=[C:4]([N:8]2[C:20](=[O:21])[C:19]3[S:18][C:17]4[CH2:16][CH2:15][CH2:14][CH2:13][C:12]=4[C:11]=3[CH:10]=[N:9]2)[C:3]=1[CH:22]=[O:23].[CH3:24][N:25]1[CH:30]=[C:29](B2OC(C)(C)C(C)(C)O2)[CH:28]=[C:27]([NH:40][C:41]2[CH:46]=[CH:45][C:44]([N:47]3[CH2:52][CH2:51][N:50]([CH:53]4[CH2:56][O:55][CH2:54]4)[CH2:49][CH2:48]3)=[CH:43][N:42]=2)[C:26]1=[O:57].C1COCC1.